This data is from Human liver microsome stability data. The task is: Regression/Classification. Given a drug SMILES string, predict its absorption, distribution, metabolism, or excretion properties. Task type varies by dataset: regression for continuous measurements (e.g., permeability, clearance, half-life) or binary classification for categorical outcomes (e.g., BBB penetration, CYP inhibition). Dataset: hlm. The molecule is O=C(NCc1ccccc1F)NC1CCN(c2ncnc3c2nc(-c2ccccc2Cl)n3-c2ccc(Cl)cc2)CC1. The result is 0 (unstable in human liver microsomes).